From a dataset of Forward reaction prediction with 1.9M reactions from USPTO patents (1976-2016). Predict the product of the given reaction. (1) Given the reactants [F:1][C:2]([F:7])([F:6])[C:3]([NH2:5])=[O:4].CC(C)([O-])C.[Na+].BrN1C(C)(C)C(=O)N(Br)C1=O.[F:25][C:26]1[C:27]([C:43]2[C:51]3[O:50][CH:49]=[CH:48][C:47]=3[C:46]([F:52])=[CH:45][CH:44]=2)=[CH:28][C:29]([NH:32][C:33]2[CH:38]=[C:37]([CH2:39][S:40][CH3:41])[CH:36]=[C:35]([F:42])[N:34]=2)=[N:30][CH:31]=1.S([O-])([O-])=O.[Na+].[Na+], predict the reaction product. The product is: [F:1][C:2]([F:7])([F:6])[C:3]([N:5]=[S:40]([CH2:39][C:37]1[CH:38]=[C:33]([NH:32][C:29]2[CH:28]=[C:27]([C:43]3[C:51]4[O:50][CH:49]=[CH:48][C:47]=4[C:46]([F:52])=[CH:45][CH:44]=3)[C:26]([F:25])=[CH:31][N:30]=2)[N:34]=[C:35]([F:42])[CH:36]=1)[CH3:41])=[O:4]. (2) Given the reactants [C:1]([C:5]1[CH:10]=[CH:9][C:8]([NH:11][C:12]([C:14]2[C:15]([S:20][CH:21]([NH:28][C:29](=[O:32])[CH2:30]O)[C:22]3[CH:27]=[CH:26][N:25]=[CH:24][CH:23]=3)=[N:16][CH:17]=[CH:18][CH:19]=2)=[O:13])=[CH:7][CH:6]=1)([CH3:4])([CH3:3])[CH3:2].S(Cl)([Cl:35])=O, predict the reaction product. The product is: [C:1]([C:5]1[CH:10]=[CH:9][C:8]([NH:11][C:12]([C:14]2[C:15]([S:20][CH:21]([NH:28][C:29](=[O:32])[CH2:30][Cl:35])[C:22]3[CH:27]=[CH:26][N:25]=[CH:24][CH:23]=3)=[N:16][CH:17]=[CH:18][CH:19]=2)=[O:13])=[CH:7][CH:6]=1)([CH3:4])([CH3:3])[CH3:2]. (3) Given the reactants [O:1]1[CH:5]=[CH:4][CH:3]=[C:2]1[C:6]1[CH:7]=[C:8]([NH:12][C:13]([C:15]2[CH:16]=[C:17]3[C:22](=[CH:23][CH:24]=2)[C:21]([Cl:25])=[N:20][N:19]=[C:18]3Cl)=[O:14])[CH:9]=[CH:10][CH:11]=1.[OH-].[Na+].[O:29]1CCOCC1.Cl, predict the reaction product. The product is: [O:1]1[CH:5]=[CH:4][CH:3]=[C:2]1[C:6]1[CH:7]=[C:8]([NH:12][C:13]([C:15]2[CH:16]=[C:17]3[C:22](=[CH:23][CH:24]=2)[C:21]([Cl:25])=[N:20][NH:19][C:18]3=[O:29])=[O:14])[CH:9]=[CH:10][CH:11]=1.